Dataset: Forward reaction prediction with 1.9M reactions from USPTO patents (1976-2016). Task: Predict the product of the given reaction. (1) Given the reactants [CH3:1][S:2]([C:5]1[CH:10]=[CH:9][C:8]([C:11]2[N:15]3[CH:16]=[N:17][C:18]4[N:22](COCC[Si](C)(C)C)[CH:21]=[CH:20][C:19]=4[C:14]3=[N:13][N:12]=2)=[CH:7][CH:6]=1)(=[O:4])=[O:3].C(O)(C(F)(F)F)=O.[NH4+].[OH-], predict the reaction product. The product is: [CH3:1][S:2]([C:5]1[CH:6]=[CH:7][C:8]([C:11]2[N:15]3[CH:16]=[N:17][C:18]4[NH:22][CH:21]=[CH:20][C:19]=4[C:14]3=[N:13][N:12]=2)=[CH:9][CH:10]=1)(=[O:3])=[O:4]. (2) The product is: [NH2:1][C:4]1[CH:9]=[CH:8][C:7]([C@@H:10]2[O:16][CH2:15][C@@H:14]([NH:17][C:18](=[O:25])[C:19]3[CH:20]=[CH:21][CH:22]=[CH:23][CH:24]=3)[CH2:13][CH2:12][O:11]2)=[CH:6][CH:5]=1. Given the reactants [N+:1]([C:4]1[CH:9]=[CH:8][C:7]([C@@H:10]2[O:16][CH2:15][C@@H:14]([NH:17][C:18](=[O:25])[C:19]3[CH:24]=[CH:23][CH:22]=[CH:21][CH:20]=3)[CH2:13][CH2:12][O:11]2)=[CH:6][CH:5]=1)([O-])=O.[H][H], predict the reaction product. (3) The product is: [C:54]1([NH:53][C:17]([C:15]2[CH:14]=[CH:13][C:5]3[N:6]([CH2:7][O:8][CH2:9][CH2:10][O:11][CH3:12])[C:2]([Cl:1])=[N:3][C:4]=3[CH:16]=2)=[O:19])[CH:59]=[CH:58][CH:57]=[CH:56][CH:55]=1. Given the reactants [Cl:1][C:2]1[N:6]([CH2:7][O:8][CH2:9][CH2:10][O:11][CH3:12])[C:5]2[CH:13]=[CH:14][C:15]([C:17]([OH:19])=O)=[CH:16][C:4]=2[N:3]=1.CN(C(ON1N=NC2C=CC=NC1=2)=[N+](C)C)C.F[P-](F)(F)(F)(F)F.CCN(C(C)C)C(C)C.[NH2:53][C:54]1[CH:59]=[CH:58][CH:57]=[CH:56][CH:55]=1, predict the reaction product. (4) Given the reactants [CH3:1][N:2]([CH3:9])[C:3](=[O:8])[C:4](Cl)=[N:5][OH:6].[F:10][C:11]1[CH:18]=[CH:17][CH:16]=[C:15]([F:19])[C:12]=1[CH:13]=[CH2:14].C(=O)(O)[O-].[K+], predict the reaction product. The product is: [F:10][C:11]1[CH:18]=[CH:17][CH:16]=[C:15]([F:19])[C:12]=1[CH:13]1[O:6][N:5]=[C:4]([C:3]([N:2]([CH3:9])[CH3:1])=[O:8])[CH2:14]1. (5) Given the reactants C(=O)([O-])[O-].[K+].[K+].[C:7]([CH:9]=[CH:10][CH2:11][N:12]1[CH2:17][CH2:16][N:15]([C:18]([C:20]2[CH:27]=[CH:26][C:23]([C:24]#[N:25])=[CH:22][C:21]=2[F:28])=[O:19])[C@H:14]([CH3:29])[CH2:13]1)#[N:8].[NH:30]1[CH:34]=[C:33]([C:35]2[C:36]3[CH:43]=[CH:42][N:41](COCC[Si](C)(C)C)[C:37]=3[N:38]=[CH:39][N:40]=2)[CH:32]=[N:31]1, predict the reaction product. The product is: [C:7]([CH2:9][CH:10]([N:30]1[CH:34]=[C:33]([C:35]2[C:36]3[CH:43]=[CH:42][NH:41][C:37]=3[N:38]=[CH:39][N:40]=2)[CH:32]=[N:31]1)[CH2:11][N:12]1[CH2:17][CH2:16][N:15]([C:18]([C:20]2[CH:27]=[CH:26][C:23]([C:24]#[N:25])=[CH:22][C:21]=2[F:28])=[O:19])[C@H:14]([CH3:29])[CH2:13]1)#[N:8]. (6) Given the reactants [CH3:1][C:2]1[C:7]([B:8]2[O:12][C:11]([CH3:14])([CH3:13])[C:10]([CH3:16])([CH3:15])[O:9]2)=[CH:6][CH:5]=[CH:4][C:3]=1[NH2:17].C(N(CC)CC)C.[CH:25]([O:28][C:29]1[CH:37]=[CH:36][C:32]([C:33](O)=[O:34])=[CH:31][CH:30]=1)([CH3:27])[CH3:26].CN(C(ON1N=NC2C=CC=NC1=2)=[N+](C)C)C.F[P-](F)(F)(F)(F)F, predict the reaction product. The product is: [CH:25]([O:28][C:29]1[CH:37]=[CH:36][C:32]([C:33]([NH:17][C:3]2[CH:4]=[CH:5][CH:6]=[C:7]([B:8]3[O:12][C:11]([CH3:13])([CH3:14])[C:10]([CH3:16])([CH3:15])[O:9]3)[C:2]=2[CH3:1])=[O:34])=[CH:31][CH:30]=1)([CH3:27])[CH3:26].